From a dataset of Reaction yield outcomes from USPTO patents with 853,638 reactions. Predict the reaction yield, written as a fraction of the theoretical maximum amount of product (1.0 means a 100% yield; for example, 0.34 means a 34% yield). (1) The reactants are [N:1]([C@H:4]([C:15]1[N:16]=[C:17]([C:20]2[CH:25]=[CH:24][CH:23]=[CH:22][CH:21]=2)[S:18][CH:19]=1)[CH2:5][C:6]1[CH:11]=[CH:10][C:9]([N+:12]([O-:14])=[O:13])=[CH:8][CH:7]=1)=[C:2]=[S:3].[C:26]([NH:29][NH2:30])(=O)[CH3:27]. The catalyst is CCO. The product is [CH3:27][C:26]1[S:3][C:2]([NH:1][C@H:4]([C:15]2[N:16]=[C:17]([C:20]3[CH:21]=[CH:22][CH:23]=[CH:24][CH:25]=3)[S:18][CH:19]=2)[CH2:5][C:6]2[CH:11]=[CH:10][C:9]([N+:12]([O-:14])=[O:13])=[CH:8][CH:7]=2)=[N:30][N:29]=1. The yield is 0.930. (2) The product is [CH3:1][CH:2]([CH2:7][C:8]([CH3:10])([CH3:9])[CH3:11])[CH2:3][C:4]([O:6][CH3:12])=[O:5]. The catalyst is C(Cl)(=O)C. The reactants are [CH3:1][CH:2]([CH2:7][C:8]([CH3:11])([CH3:10])[CH3:9])[CH2:3][C:4]([OH:6])=[O:5].[CH3:12]O. The yield is 0.800. (3) The reactants are [Br:1][C:2]1[CH:3]=[CH:4][C:5]2[N:6]([C:8]([C:18]([O:20]CC)=[O:19])=[C:9]([C:11]3[CH:16]=[CH:15][C:14]([F:17])=[CH:13][CH:12]=3)[N:10]=2)[CH:7]=1.CO.[OH-].[Na+].Cl. The catalyst is O.C1COCC1. The product is [Br:1][C:2]1[CH:3]=[CH:4][C:5]2[N:6]([C:8]([C:18]([OH:20])=[O:19])=[C:9]([C:11]3[CH:12]=[CH:13][C:14]([F:17])=[CH:15][CH:16]=3)[N:10]=2)[CH:7]=1. The yield is 0.800.